From a dataset of Peptide-MHC class II binding affinity with 134,281 pairs from IEDB. Regression. Given a peptide amino acid sequence and an MHC pseudo amino acid sequence, predict their binding affinity value. This is MHC class II binding data. (1) The peptide sequence is SQDLELSWNGNGLQAY. The MHC is HLA-DQA10301-DQB10302 with pseudo-sequence HLA-DQA10301-DQB10302. The binding affinity (normalized) is 0.294. (2) The peptide sequence is QLQPSLQTGSEELRSLY. The MHC is DRB1_0301 with pseudo-sequence DRB1_0301. The binding affinity (normalized) is 0.467. (3) The peptide sequence is LSPISNMVSMANNHV. The MHC is HLA-DPA10301-DPB10402 with pseudo-sequence HLA-DPA10301-DPB10402. The binding affinity (normalized) is 0.204. (4) The peptide sequence is PDLPYDYGALEPAIS. The MHC is DRB1_0405 with pseudo-sequence DRB1_0405. The binding affinity (normalized) is 0.369. (5) The peptide sequence is KTVTAMDVVYALKRQ. The MHC is DRB1_0101 with pseudo-sequence DRB1_0101. The binding affinity (normalized) is 0.703. (6) The peptide sequence is EQCGRQAGGKLCPNN. The MHC is HLA-DQA10102-DQB10602 with pseudo-sequence HLA-DQA10102-DQB10602. The binding affinity (normalized) is 0.254. (7) The peptide sequence is GPMGPMGPRGPPGPAGA. The MHC is DRB1_0406 with pseudo-sequence DRB1_0403. The binding affinity (normalized) is 0. (8) The peptide sequence is TMTQMNQAFRNIVNM. The binding affinity (normalized) is 0.148. The MHC is HLA-DQA10401-DQB10402 with pseudo-sequence HLA-DQA10401-DQB10402.